Dataset: Catalyst prediction with 721,799 reactions and 888 catalyst types from USPTO. Task: Predict which catalyst facilitates the given reaction. (1) Reactant: Br[C:2]1[CH:3]=[CH:4][C:5]2[C:6](=[O:22])[N:7]([C:16]3[CH:21]=[CH:20][CH:19]=[CH:18][CH:17]=3)[C:8](=[O:15])[C:9]3[C:14]=2[C:13]=1[CH:12]=[CH:11][CH:10]=3.[OH-].[Na+].[CH2:25]([OH:29])[CH2:26][CH2:27][OH:28]. The catalyst class is: 6. Product: [OH:28][CH2:27][CH2:26][CH2:25][O:29][C:2]1[CH:3]=[CH:4][C:5]2[C:6](=[O:22])[N:7]([C:16]3[CH:21]=[CH:20][CH:19]=[CH:18][CH:17]=3)[C:8](=[O:15])[C:9]3[C:14]=2[C:13]=1[CH:12]=[CH:11][CH:10]=3. (2) The catalyst class is: 27. Reactant: [Cl:1][C:2]1[CH:9]=[C:8]([S:10][C:11]([F:17])([F:16])[C:12]([F:15])([F:14])[F:13])[CH:7]=[CH:6][C:3]=1[NH:4][CH3:5].[F:18][C:19]1[CH:29]=[CH:28][CH:27]=[C:26]([F:30])[C:20]=1[C:21]([N:23]=[C:24]=[O:25])=[O:22].CCCCCC. Product: [Cl:1][C:2]1[CH:9]=[C:8]([S:10][C:11]([F:16])([F:17])[C:12]([F:14])([F:15])[F:13])[CH:7]=[CH:6][C:3]=1[N:4]([CH3:5])[C:24]([NH:23][C:21](=[O:22])[C:20]1[C:19]([F:18])=[CH:29][CH:28]=[CH:27][C:26]=1[F:30])=[O:25]. (3) Reactant: [CH3:1][NH:2][C:3]1[CH:7]=[C:6]([C:8]2[CH:13]=[CH:12][N:11]=[CH:10][CH:9]=2)[S:5][C:4]=1[C:14]([NH2:16])=[O:15].O.[C:18]1([CH3:28])[CH:23]=[CH:22][C:21](S(O)(=O)=O)=CC=1.C1(=O)CCCC1. Product: [CH3:1][N:2]1[C:3]2[CH:7]=[C:6]([C:8]3[CH:9]=[CH:10][N:11]=[CH:12][CH:13]=3)[S:5][C:4]=2[C:14](=[O:15])[NH:16][C:21]21[CH2:22][CH2:23][CH2:18][CH2:28]2. The catalyst class is: 11.